Dataset: Experimentally validated miRNA-target interactions with 360,000+ pairs, plus equal number of negative samples. Task: Binary Classification. Given a miRNA mature sequence and a target amino acid sequence, predict their likelihood of interaction. (1) The miRNA is hsa-miR-6132 with sequence AGCAGGGCUGGGGAUUGCA. The protein sequence of the target gene is MARGGAGRAVALGLVLRLLFGLRTGLEAAPAPAHTRVQVSGSRADSCPTDTFQCLTSGYCVPLSWRCDGDQDCSDGSDEEDCRIESCAQNGQCQPQSALPCSCDNISGCSDVSDKNLNCSRPPCQESELHCILDDVCIPHTWRCDGHPDCLDSSDELSCDTDTEIDKIFQEENATTTRISTTMENETSFRNVTFTSAGDSSRNPSAYGVIAAAGVLSAILVSATLLILLRLRGQGYLPPPGLLVAVKESLLLSERKTSLI. Result: 0 (no interaction). (2) The miRNA is mmu-miR-761 with sequence GCAGCAGGGUGAAACUGACACA. The protein sequence of the target gene is MELRVGNKYRLGRKIGSGSFGDIYLGANIASGEEVAIKLECVKTKHPQLHIESKFYKMMQGGVGIPSIKWCGAEGDYNVMVMELLGPSLEDLFNFCSRKFSLKTVLLLADQMISRIEYIHSKNFIHRDVKPDNFLMGLGKKGNLVYIIDFGLAKKYRDARTHQHIPYRENKNLTGTARYASINTHLGIEQSRRDDLESLGYVLMYFNLGSLPWQGLKAATKRQKYERISEKKMSTPIEVLCKGYPSEFSTYLNFCRSLRFDDKPDYSYLRQLFRNLFHRQGFSYDYVFDWNMLKFGAARN.... Result: 1 (interaction). (3) The miRNA is hsa-miR-6499-5p with sequence UCGGGCGCAAGAGCACUGCAGU. The protein sequence of the target gene is MSDNKERKSQGFPKEDNQDTSSLADAVEKVAKQQQSQASEIEKNKKVLFNLKNELHELEKEIAAISAETKETERQIYQQDSAIENTKLHCDSLETQIKSLHSENVKLKFDIETAQEDFEEHMIKYNAYYAKIKAHKNSLGEVESKWSFMTELHEKRDFVKKLKTMKEELMQDLQNPGGNRITQVQEDITNLKDKIITVKESIIEKTCFLEEEKKTHEKLRKEIEVQHKRYDAILKRLHCQVNKLQSNRRQWQWNIQQLEKTAAELRKCIGMQE. Result: 1 (interaction). (4) The miRNA is mmu-miR-883a-5p with sequence UGCUGAGAGAAGUAGCAGUUAC. The protein sequence of the target gene is MPSAGERPAVKMGPAPAGEQHRRATEDPEVMELAFEGMDKEKAPSRKRARTEPPAEGLLQPVNLSREELYKEPTNEELNRLRETEILFHSTLLRLQVEELLKEVRLSEKKKERIDNFLKEVTKRIQKVPPVPEAELTDQSWLPAGVRVPLHQVPYAVKGSFRFRPPSQITVVGSYLLDTCMRPDINVDVAVTMPREILQDKDGLNQRYFRKRALYLAHLAYHLAQDPLFSSVRFSYMSGCHLKPSLLLRPHGKDERLVTVRLLPCPPLDFFRPCRLLPTKNNVRSAWYRGQSCPDYEPPT.... Result: 0 (no interaction).